Dataset: Full USPTO retrosynthesis dataset with 1.9M reactions from patents (1976-2016). Task: Predict the reactants needed to synthesize the given product. (1) Given the product [N:14]1[CH:15]=[CH:16][C:11]([N:6]2[CH:7]=[C:2]([CH3:1])[CH:3]=[CH:4][C:5]2=[O:8])=[CH:12][CH:13]=1, predict the reactants needed to synthesize it. The reactants are: [CH3:1][C:2]1[CH:3]=[CH:4][C:5](=[O:8])[NH:6][CH:7]=1.Cl.Br[C:11]1[CH:16]=[CH:15][N:14]=[CH:13][CH:12]=1.C([O-])([O-])=O.[K+].[K+]. (2) Given the product [CH2:26]([O:25][C:23]([NH:1][C@H:2]1[CH2:7][CH2:6][N:5]([C:8]([O:10][C:11]([CH3:12])([CH3:14])[CH3:13])=[O:9])[CH2:4][C@H:3]1[F:15])=[O:24])[C:27]1[CH:32]=[CH:31][CH:30]=[CH:29][CH:28]=1, predict the reactants needed to synthesize it. The reactants are: [NH2:1][C@H:2]1[CH2:7][CH2:6][N:5]([C:8]([O:10][C:11]([CH3:14])([CH3:13])[CH3:12])=[O:9])[CH2:4][C@H:3]1[F:15].C([O-])([O-])=O.[K+].[K+].Cl[C:23]([O:25][CH2:26][C:27]1[CH:32]=[CH:31][CH:30]=[CH:29][CH:28]=1)=[O:24]. (3) Given the product [Br:1][C:2]1[CH:7]=[C:6]([O:8][CH3:9])[CH:5]=[C:4]([Br:10])[C:3]=1[CH2:11][CH2:12][C:13]([OH:15])=[O:14], predict the reactants needed to synthesize it. The reactants are: [Br:1][C:2]1[CH:7]=[C:6]([O:8][CH3:9])[CH:5]=[C:4]([Br:10])[C:3]=1[CH2:11][CH2:12][C:13]([O:15]C(C)(C)C)=[O:14].FC(F)(F)C(O)=O. (4) Given the product [CH2:1]([NH:7][C:8]([N:10]1[C:18](=[O:19])[C:17]2[C:12](=[N:13][C:14]([Cl:21])=[CH:15][C:16]=2[CH3:20])[N:11]1[CH2:23][C:24]1[CH:29]=[CH:28][CH:27]=[CH:26][CH:25]=1)=[O:9])[CH2:2][CH2:3][CH2:4][CH2:5][CH3:6], predict the reactants needed to synthesize it. The reactants are: [CH2:1]([NH:7][C:8]([N:10]1[C:18](=[O:19])[C:17]2[C:12](=[N:13][C:14]([Cl:21])=[CH:15][C:16]=2[CH3:20])[NH:11]1)=[O:9])[CH2:2][CH2:3][CH2:4][CH2:5][CH3:6].Br[CH2:23][C:24]1[CH:29]=[CH:28][CH:27]=[CH:26][CH:25]=1.C(N(CC)CC)C. (5) The reactants are: [CH:1]([N:3]([CH2:10][CH2:11][CH2:12][CH2:13]C(O)=O)[C:4]1[CH:9]=[CH:8][CH:7]=[CH:6][N:5]=1)=[O:2].[C:17]([N:25]1[C:30]2[CH:31]=[C:32]([NH2:35])[CH:33]=[CH:34][C:29]=2[O:28][CH:27]([CH2:36][C:37]([O:39][CH3:40])=[O:38])[CH2:26]1)(=[O:24])[C:18]1[CH:23]=[CH:22][CH:21]=[CH:20][CH:19]=1.CCN=C=NCCCN(C)C.Cl.Cl.[OH2:54]. Given the product [C:17]([N:25]1[C:30]2[CH:31]=[C:32]([NH:35][C:13](=[O:54])[CH2:12][CH2:11][CH2:10][N:3]([CH:1]=[O:2])[C:4]3[CH:9]=[CH:8][CH:7]=[CH:6][N:5]=3)[CH:33]=[CH:34][C:29]=2[O:28][CH:27]([CH2:36][C:37]([O:39][CH3:40])=[O:38])[CH2:26]1)(=[O:24])[C:18]1[CH:23]=[CH:22][CH:21]=[CH:20][CH:19]=1, predict the reactants needed to synthesize it. (6) Given the product [CH2:14]([O:13][CH2:12][CH2:11][N:10]1[C:3]2[C:2]([NH:20][C:19]3[CH:21]=[CH:22][C:23]([O:24][C:25]4[CH:26]=[N:27][C:28]([CH3:31])=[CH:29][CH:30]=4)=[C:17]([CH3:16])[CH:18]=3)=[N:7][CH:6]=[N:5][C:4]=2[CH:8]=[CH:9]1)[CH3:15], predict the reactants needed to synthesize it. The reactants are: Cl[C:2]1[C:3]2[N:10]([CH2:11][CH2:12][O:13][CH2:14][CH3:15])[CH:9]=[CH:8][C:4]=2[N:5]=[CH:6][N:7]=1.[CH3:16][C:17]1[CH:18]=[C:19]([CH:21]=[CH:22][C:23]=1[O:24][C:25]1[CH:26]=[N:27][C:28]([CH3:31])=[CH:29][CH:30]=1)[NH2:20]. (7) Given the product [Cl:27][C:28]1[CH:33]=[C:32]([C:34]2([C:36]([F:39])([F:37])[F:38])[O:9][N:10]=[C:11]([C:12]3[C:21]4[C:16](=[CH:17][CH:18]=[CH:19][CH:20]=4)[C:15]([CH2:22][NH:23][C:24](=[O:26])[CH3:25])=[CH:14][CH:13]=3)[CH2:35]2)[CH:31]=[C:30]([C:40]([F:41])([F:42])[F:43])[C:29]=1[Cl:44], predict the reactants needed to synthesize it. The reactants are: ClN1C(=O)CCC1=O.[OH:9][N:10]=[CH:11][C:12]1[C:21]2[C:16](=[CH:17][CH:18]=[CH:19][CH:20]=2)[C:15]([CH2:22][NH:23][C:24](=[O:26])[CH3:25])=[CH:14][CH:13]=1.[Cl:27][C:28]1[CH:33]=[C:32]([C:34]([C:36]([F:39])([F:38])[F:37])=[CH2:35])[CH:31]=[C:30]([C:40]([F:43])([F:42])[F:41])[C:29]=1[Cl:44].C(=O)(O)[O-].[K+]. (8) Given the product [C:1]([C:4]1[C:5](=[O:31])[N:6]([CH3:30])[C:7]2[C:12]([C:13]=1[NH:14][C:36](=[O:37])[N:35]([CH3:39])[CH3:34])=[CH:11][C:10]([C:15]1[CH:16]=[CH:17][C:18]([Cl:21])=[CH:19][CH:20]=1)=[C:9]([C:22]1[CH:27]=[CH:26][C:25]([Cl:28])=[CH:24][C:23]=1[Cl:29])[N:8]=2)(=[O:3])[CH3:2], predict the reactants needed to synthesize it. The reactants are: [C:1]([C:4]1[C:5](=[O:31])[N:6]([CH3:30])[C:7]2[C:12]([C:13]=1[NH2:14])=[CH:11][C:10]([C:15]1[CH:20]=[CH:19][C:18]([Cl:21])=[CH:17][CH:16]=1)=[C:9]([C:22]1[CH:27]=[CH:26][C:25]([Cl:28])=[CH:24][C:23]=1[Cl:29])[N:8]=2)(=[O:3])[CH3:2].[H-].[Na+].[CH3:34][N:35]([CH3:39])[C:36](Cl)=[O:37]. (9) Given the product [CH2:22]([N:24]1[CH2:29][CH2:28][N:27]([CH2:30][C:31]([NH:18][C:16]2[S:17][C:13]3[CH:12]=[C:11]([S:10][C:3]4[N:4]5[CH:9]=[CH:8][CH:7]=[N:6][C:5]5=[N:1][CH:2]=4)[CH:20]=[CH:19][C:14]=3[N:15]=2)=[O:32])[CH2:26][CH2:25]1)[CH3:23], predict the reactants needed to synthesize it. The reactants are: [N:1]1[CH:2]=[C:3]([S:10][C:11]2[CH:20]=[CH:19][C:14]3[N:15]=[C:16]([NH2:18])[S:17][C:13]=3[CH:12]=2)[N:4]2[CH:9]=[CH:8][CH:7]=[N:6][C:5]=12.Br.[CH2:22]([N:24]1[CH2:29][CH2:28][N:27]([CH2:30][C:31](O)=[O:32])[CH2:26][CH2:25]1)[CH3:23].Cl.CN(C)CCCN=C=NCC.